From a dataset of Catalyst prediction with 721,799 reactions and 888 catalyst types from USPTO. Predict which catalyst facilitates the given reaction. Reactant: [Br:1][C:2]1[C:7]([CH3:8])=[CH:6][C:5]([OH:9])=[CH:4][C:3]=1[CH3:10].[O:11]1[CH:16]=[CH:15][CH2:14][CH2:13][CH2:12]1.C1(C)C=CC(S([O-])(=O)=O)=CC=1.[NH+]1C=CC=CC=1. Product: [Br:1][C:2]1[C:7]([CH3:8])=[CH:6][C:5]([O:9][CH:12]2[CH2:13][CH2:14][CH2:15][CH2:16][O:11]2)=[CH:4][C:3]=1[CH3:10]. The catalyst class is: 4.